This data is from Peptide-MHC class I binding affinity with 185,985 pairs from IEDB/IMGT. The task is: Regression. Given a peptide amino acid sequence and an MHC pseudo amino acid sequence, predict their binding affinity value. This is MHC class I binding data. (1) The peptide sequence is RPFPTAFEF. The MHC is Mamu-B3901 with pseudo-sequence Mamu-B3901. The binding affinity (normalized) is 0.530. (2) The peptide sequence is TLLGLILFV. The MHC is HLA-B53:01 with pseudo-sequence HLA-B53:01. The binding affinity (normalized) is 0.